From a dataset of NCI-60 drug combinations with 297,098 pairs across 59 cell lines. Regression. Given two drug SMILES strings and cell line genomic features, predict the synergy score measuring deviation from expected non-interaction effect. (1) Drug 1: CC1=C2C(C(=O)C3(C(CC4C(C3C(C(C2(C)C)(CC1OC(=O)C(C(C5=CC=CC=C5)NC(=O)OC(C)(C)C)O)O)OC(=O)C6=CC=CC=C6)(CO4)OC(=O)C)O)C)O. Drug 2: C#CCC(CC1=CN=C2C(=N1)C(=NC(=N2)N)N)C3=CC=C(C=C3)C(=O)NC(CCC(=O)O)C(=O)O. Cell line: OVCAR-5. Synergy scores: CSS=53.3, Synergy_ZIP=1.71, Synergy_Bliss=-0.943, Synergy_Loewe=-29.4, Synergy_HSA=-0.981. (2) Drug 1: C1=NC2=C(N=C(N=C2N1C3C(C(C(O3)CO)O)O)F)N. Drug 2: C1CC(C1)(C(=O)O)C(=O)O.[NH2-].[NH2-].[Pt+2]. Cell line: UACC-257. Synergy scores: CSS=2.19, Synergy_ZIP=-1.36, Synergy_Bliss=-0.613, Synergy_Loewe=-1.78, Synergy_HSA=-0.667.